Dataset: Catalyst prediction with 721,799 reactions and 888 catalyst types from USPTO. Task: Predict which catalyst facilitates the given reaction. (1) Reactant: C(=O)([O-])[O-].[K+].[K+].[F:7][C:8]1[CH:9]=[CH:10][C:11]([N+:15]([O-:17])=[O:16])=[C:12]([OH:14])[CH:13]=1.COC(=O)[C:21](Cl)([F:23])[F:22].O. Product: [F:22][CH:21]([F:23])[O:14][C:12]1[CH:13]=[C:8]([F:7])[CH:9]=[CH:10][C:11]=1[N+:15]([O-:17])=[O:16]. The catalyst class is: 9. (2) Reactant: [Cl:1][C:2]1[CH:7]=[CH:6][CH:5]=[CH:4][C:3]=1[NH2:8].CC(C)([O-])C.[K+].[Br:15][C:16]1[CH:17]=[CH:18][C:19](F)=[C:20]([CH:23]=1)[C:21]#[N:22]. Product: [Br:15][C:16]1[CH:17]=[CH:18][C:19]([NH:8][C:3]2[CH:4]=[CH:5][CH:6]=[CH:7][C:2]=2[Cl:1])=[C:20]([CH:23]=1)[C:21]#[N:22]. The catalyst class is: 1.